Dataset: Peptide-MHC class I binding affinity with 185,985 pairs from IEDB/IMGT. Task: Regression. Given a peptide amino acid sequence and an MHC pseudo amino acid sequence, predict their binding affinity value. This is MHC class I binding data. The peptide sequence is AVLLHEESM. The MHC is HLA-A33:01 with pseudo-sequence HLA-A33:01. The binding affinity (normalized) is 0.